From a dataset of Reaction yield outcomes from USPTO patents with 853,638 reactions. Predict the reaction yield, written as a fraction of the theoretical maximum amount of product (1.0 means a 100% yield; for example, 0.34 means a 34% yield). (1) The reactants are [CH:1]([C:4]1[C:8]([CH2:9][CH2:10][CH2:11][O:12][CH2:13][O:14][CH3:15])=[CH:7][NH:6][N:5]=1)([CH3:3])[CH3:2].[H-].[Na+].Cl[C:19]1[C:24]([Cl:25])=[CH:23][C:22]([Cl:26])=[CH:21][N:20]=1.O. The yield is 0.780. The product is [Cl:25][C:24]1[C:19]([N:6]2[CH:7]=[C:8]([CH2:9][CH2:10][CH2:11][O:12][CH2:13][O:14][CH3:15])[C:4]([CH:1]([CH3:3])[CH3:2])=[N:5]2)=[N:20][CH:21]=[C:22]([Cl:26])[CH:23]=1. The catalyst is CN(C)C=O. (2) The reactants are [CH3:1][C:2](=O)[CH2:3][C:4](=[O:6])[CH3:5].[Cl:8][C:9]1[CH:16]=[CH:15][CH:14]=[CH:13][C:10]=1[CH:11]=O.[CH3:17][O:18][C:19](=[O:24])/[CH:20]=[C:21](\[NH2:23])/[CH3:22].CC(O)=O. The catalyst is CCO.CCOC(C)=O. The product is [C:4]([C:3]1[CH:11]([C:10]2[CH:13]=[CH:14][CH:15]=[CH:16][C:9]=2[Cl:8])[C:20]([C:19]([O:18][CH3:17])=[O:24])=[C:21]([CH3:22])[NH:23][C:2]=1[CH3:1])(=[O:6])[CH3:5]. The yield is 0.110. (3) The reactants are [C:1]([N:11]1[CH2:15][CH2:14][C@H:13]([NH2:16])[CH2:12]1)([O:3][CH2:4][C:5]1[CH:10]=[CH:9][CH:8]=[CH:7][CH:6]=1)=[O:2].[C:17]1(=O)[CH2:22][CH2:21][CH2:20][CH2:19][CH2:18]1.[BH-](OC(C)=O)(OC(C)=O)OC(C)=O.[Na+]. The catalyst is ClCCCl. The product is [C:1]([N:11]1[CH2:15][CH2:14][C@H:13]([NH:16][CH:17]2[CH2:22][CH2:21][CH2:20][CH2:19][CH2:18]2)[CH2:12]1)([O:3][CH2:4][C:5]1[CH:10]=[CH:9][CH:8]=[CH:7][CH:6]=1)=[O:2]. The yield is 0.981. (4) The yield is 0.850. The reactants are [NH2:1][C:2]1[CH:3]=[C:4]([CH:21]=[CH:22][CH:23]=1)[O:5][C:6]1[CH:7]=[CH:8][C:9]2[N:10]([CH:12]=[C:13]([NH:15][C:16]([CH:18]3[CH2:20][CH2:19]3)=[O:17])[N:14]=2)[N:11]=1.[C:24](Cl)(=[O:31])[C:25]1[CH:30]=[CH:29][CH:28]=[CH:27][CH:26]=1. The product is [CH:18]1([C:16]([NH:15][C:13]2[N:14]=[C:9]3[CH:8]=[CH:7][C:6]([O:5][C:4]4[CH:3]=[C:2]([NH:1][C:24](=[O:31])[C:25]5[CH:30]=[CH:29][CH:28]=[CH:27][CH:26]=5)[CH:23]=[CH:22][CH:21]=4)=[N:11][N:10]3[CH:12]=2)=[O:17])[CH2:20][CH2:19]1. The catalyst is CN1CCCC1=O. (5) The reactants are [CH2:1]([O:3][C:4]1[CH:5]=[C:6]([CH:12]([NH2:18])[CH2:13][S:14]([CH3:17])(=[O:16])=[O:15])[CH:7]=[CH:8][C:9]=1[O:10][CH3:11])[CH3:2].[C:19]([NH:22][C@H:23]([C:28]([OH:30])=[O:29])[CH2:24][CH:25]([CH3:27])[CH3:26])(=[O:21])[CH3:20]. The catalyst is CO. The product is [C:19]([NH:22][C@H:23]([C:28]([OH:30])=[O:29])[CH2:24][CH:25]([CH3:26])[CH3:27])(=[O:21])[CH3:20].[CH2:1]([O:3][C:4]1[CH:5]=[C:6]([C@H:12]([NH2:18])[CH2:13][S:14]([CH3:17])(=[O:16])=[O:15])[CH:7]=[CH:8][C:9]=1[O:10][CH3:11])[CH3:2]. The yield is 0.900. (6) The reactants are [C:1]([O:9][CH3:10])(=[O:8])[C:2]1[CH:7]=[CH:6][CH:5]=[CH:4][CH:3]=1.[NH2:11][C@H:12]1[CH2:17][CH2:16][C@H](O)[CH2:14][CH2:13]1. The catalyst is C1(C)C=CC=CC=1. The product is [C:1]([O:9][C@H:10]1[CH2:16][CH2:17][C@H:12]([NH2:11])[CH2:13][CH2:14]1)(=[O:8])[C:2]1[CH:7]=[CH:6][CH:5]=[CH:4][CH:3]=1. The yield is 0.990. (7) The reactants are [CH:1]1([CH2:4][O:5][NH:6][C:7]([C:9]2[C:17]([NH:18][C:19]3[CH:24]=[CH:23][C:22](I)=[CH:21][C:20]=3[CH3:26])=[C:16]([F:27])[C:12]3[N:13]=[CH:14][NH:15][C:11]=3[CH:10]=2)=[O:8])[CH2:3][CH2:2]1.[C:28]([Si:30]([CH3:33])([CH3:32])[CH3:31])#[CH:29]. The catalyst is C(#N)C.C(N(CC)CC)C.Cl[Pd](Cl)([P](C1C=CC=CC=1)(C1C=CC=CC=1)C1C=CC=CC=1)[P](C1C=CC=CC=1)(C1C=CC=CC=1)C1C=CC=CC=1.[Cu]I. The product is [CH:1]1([CH2:4][O:5][NH:6][C:7]([C:9]2[C:17]([NH:18][C:19]3[CH:24]=[CH:23][C:22]([C:29]#[C:28][Si:30]([CH3:33])([CH3:32])[CH3:31])=[CH:21][C:20]=3[CH3:26])=[C:16]([F:27])[C:12]3[N:13]=[CH:14][NH:15][C:11]=3[CH:10]=2)=[O:8])[CH2:3][CH2:2]1. The yield is 0.870. (8) The catalyst is C(Cl)Cl. The yield is 0.930. The reactants are [CH2:1]([S:8][C:9]1[CH:14]=[CH:13][C:12]([C:15]2[NH:36][C:18]3=[N:19][C:20]([N:23]4[CH2:28][CH2:27][N:26](C(OC(C)(C)C)=O)[CH2:25][CH2:24]4)=[CH:21][CH:22]=[C:17]3[N:16]=2)=[CH:11][CH:10]=1)[C:2]1[CH:7]=[CH:6][CH:5]=[CH:4][CH:3]=1.C(O)(C(F)(F)F)=O. The product is [CH2:1]([S:8][C:9]1[CH:14]=[CH:13][C:12]([C:15]2[NH:36][C:18]3=[N:19][C:20]([N:23]4[CH2:24][CH2:25][NH:26][CH2:27][CH2:28]4)=[CH:21][CH:22]=[C:17]3[N:16]=2)=[CH:11][CH:10]=1)[C:2]1[CH:3]=[CH:4][CH:5]=[CH:6][CH:7]=1.